Dataset: Reaction yield outcomes from USPTO patents with 853,638 reactions. Task: Predict the reaction yield, written as a fraction of the theoretical maximum amount of product (1.0 means a 100% yield; for example, 0.34 means a 34% yield). (1) The reactants are C[N:2](C)[CH:3]=[CH:4][C:5]([C:7]1[C:12](=[O:13])[CH:11]=[CH:10][N:9]([C:14]2[CH:19]=[CH:18][CH:17]=[CH:16][CH:15]=2)[N:8]=1)=O.[C:21]1([NH:27]N)[CH:26]=[CH:25][CH:24]=[CH:23][CH:22]=1. The catalyst is CO. The product is [C:14]1([N:9]2[CH:10]=[CH:11][C:12](=[O:13])[C:7]([C:5]3[N:27]([C:21]4[CH:26]=[CH:25][CH:24]=[CH:23][CH:22]=4)[N:2]=[CH:3][CH:4]=3)=[N:8]2)[CH:19]=[CH:18][CH:17]=[CH:16][CH:15]=1. The yield is 0.0700. (2) The reactants are [Cl:1][C:2]1[CH:3]=[C:4]2[C:9](=[C:10]([C:12]#[C:13][C:14]3[CH:19]=[CH:18][CH:17]=[CH:16][C:15]=3[F:20])[CH:11]=1)[O:8][CH:7]([C:21]([F:24])([F:23])[F:22])[C:6]([C:25]([OH:27])=[O:26])=[CH:5]2.[OH-].[Na+:29]. The catalyst is C(O)C. The product is [Cl:1][C:2]1[CH:3]=[C:4]2[C:9](=[C:10]([C:12]#[C:13][C:14]3[CH:19]=[CH:18][CH:17]=[CH:16][C:15]=3[F:20])[CH:11]=1)[O:8][CH:7]([C:21]([F:23])([F:24])[F:22])[C:6]([C:25]([O-:27])=[O:26])=[CH:5]2.[Na+:29]. The yield is 1.00. (3) The reactants are Br[C:2]1[CH:11]=[C:10]2[C:5]([C:6]([OH:25])=[C:7]([C:14]([NH:16][CH2:17][C:18]([O:20]C(C)(C)C)=[O:19])=[O:15])[C:8](=[O:13])[N:9]2[CH3:12])=[CH:4][CH:3]=1.C(Cl)(Cl)Cl.CC(C1C=C(C(C)C)C(C2C=CC=CC=2P(C2CCCCC2)C2CCCCC2)=C(C(C)C)C=1)C.[NH:64]1[CH2:69][CH2:68][CH2:67][CH2:66][CH2:65]1.CC(C)([O-])C.[Na+]. The catalyst is O1CCOCC1.C1C=CC(/C=C/C(/C=C/C2C=CC=CC=2)=O)=CC=1.C1C=CC(/C=C/C(/C=C/C2C=CC=CC=2)=O)=CC=1.C1C=CC(/C=C/C(/C=C/C2C=CC=CC=2)=O)=CC=1.[Pd].[Pd]. The product is [OH:25][C:6]1[C:5]2[C:10](=[CH:11][C:2]([N:64]3[CH2:69][CH2:68][CH2:67][CH2:66][CH2:65]3)=[CH:3][CH:4]=2)[N:9]([CH3:12])[C:8](=[O:13])[C:7]=1[C:14]([NH:16][CH2:17][C:18]([OH:20])=[O:19])=[O:15]. The yield is 0.460. (4) The reactants are COC(=O)[O:4][C:5]1[CH:10]=[C:9]([N+:11]([O-:13])=[O:12])[C:8]([C:14]([CH3:17])([CH3:16])[CH3:15])=[CH:7][C:6]=1[C:18]([CH3:21])([CH3:20])[CH3:19].COC(=O)OC1C([N+]([O-])=O)=CC(C(C)(C)C)=CC=1C(C)(C)C.[OH-].[K+].Cl. The catalyst is CO. The product is [C:18]([C:6]1[CH:7]=[C:8]([C:14]([CH3:16])([CH3:15])[CH3:17])[C:9]([N+:11]([O-:13])=[O:12])=[CH:10][C:5]=1[OH:4])([CH3:19])([CH3:20])[CH3:21]. The yield is 0.290. (5) The reactants are [Cl:1][C:2]1[CH:3]=[C:4]([CH:7]=[C:8]([Cl:20])[C:9]=1[N:10]1[CH:19]=[C:13]2[C:14](Cl)=[N:15][CH:16]=[CH:17][C:12]2=[N:11]1)[C:5]#[N:6].[NH2:21][C:22]1[N:27]=[CH:26][N:25]=[C:24]([NH:28][C:29]([CH:31]2[CH2:33][CH2:32]2)=[O:30])[CH:23]=1.CC1(C)C2C(=C(P(C3C=CC=CC=3)C3C=CC=CC=3)C=CC=2)OC2C(P(C3C=CC=CC=3)C3C=CC=CC=3)=CC=CC1=2.C(=O)([O-])[O-].[Cs+].[Cs+]. The catalyst is O1CCOCC1.O.C1C=CC(/C=C/C(/C=C/C2C=CC=CC=2)=O)=CC=1.C1C=CC(/C=C/C(/C=C/C2C=CC=CC=2)=O)=CC=1.C1C=CC(/C=C/C(/C=C/C2C=CC=CC=2)=O)=CC=1.[Pd].[Pd].C(#N)C. The product is [OH-:30].[NH4+:6].[Cl:1][C:2]1[CH:3]=[C:4]([C:5]#[N:6])[CH:7]=[C:8]([Cl:20])[C:9]=1[N:10]1[CH:19]=[C:13]2[C:14]([NH:21][C:22]3[N:27]=[CH:26][N:25]=[C:24]([NH:28][C:29]([CH:31]4[CH2:32][CH2:33]4)=[O:30])[CH:23]=3)=[N:15][CH:16]=[CH:17][C:12]2=[N:11]1. The yield is 0.00100. (6) The reactants are [Cl:1][C:2]1[CH:7]=[CH:6][C:5]([C:8]2[CH:13]=[N:12][N:11]3[C:14](=[O:17])[NH:15][N:16]=[C:10]3[C:9]=2[C:18]2[CH:23]=[CH:22][C:21]([Cl:24])=[CH:20][CH:19]=2)=[CH:4][CH:3]=1.[CH2:25]([N:32]1[CH2:37][CH2:36][CH:35]([CH2:38]O)[CH2:34][CH2:33]1)[C:26]1[CH:31]=[CH:30][CH:29]=[CH:28][CH:27]=1.C1(P(C2C=CC=CC=2)C2C=CC=CC=2)C=CC=CC=1.N(C(OCC)=O)=NC(OCC)=O. The catalyst is C1COCC1. The product is [CH2:25]([N:32]1[CH2:37][CH2:36][CH:35]([CH2:38][N:15]2[C:14](=[O:17])[N:11]3[N:12]=[CH:13][C:8]([C:5]4[CH:6]=[CH:7][C:2]([Cl:1])=[CH:3][CH:4]=4)=[C:9]([C:18]4[CH:23]=[CH:22][C:21]([Cl:24])=[CH:20][CH:19]=4)[C:10]3=[N:16]2)[CH2:34][CH2:33]1)[C:26]1[CH:31]=[CH:30][CH:29]=[CH:28][CH:27]=1. The yield is 0.100. (7) The reactants are [Br:1][C:2]1[CH:3]=[N:4][C:5]([C:8]2[CH:13]=[CH:12][C:11]([CH2:14][C@H:15]([NH:23]C(OC(C)(C)C)=O)[C:16]([O:18][C:19]([CH3:22])([CH3:21])[CH3:20])=[O:17])=[CH:10][CH:9]=2)=[N:6][CH:7]=1.Cl. The catalyst is C(Cl)Cl.CC(O)C. The product is [NH2:23][C@@H:15]([CH2:14][C:11]1[CH:12]=[CH:13][C:8]([C:5]2[N:6]=[CH:7][C:2]([Br:1])=[CH:3][N:4]=2)=[CH:9][CH:10]=1)[C:16]([O:18][C:19]([CH3:22])([CH3:20])[CH3:21])=[O:17]. The yield is 0.960. (8) The reactants are [CH3:1][O:2][C:3]([C:5]1[S:6][C:7]([C:11]#[C:12][C:13]([CH3:16])([CH3:15])[CH3:14])=[CH:8][C:9]=1I)=[O:4].C1C=CC(P(C2C(C3C(P(C4C=CC=CC=4)C4C=CC=CC=4)=CC=C4C=3C=CC=C4)=C3C(C=CC=C3)=CC=2)C2C=CC=CC=2)=CC=1.C([O-])([O-])=O.[Cs+].[Cs+].[CH2:69]([O:71][P:72]([CH2:75][CH2:76][NH2:77])([CH3:74])=[O:73])[CH3:70]. The catalyst is C1(C)C=CC=CC=1.CC([O-])=O.CC([O-])=O.[Pd+2]. The product is [CH3:1][O:2][C:3]([C:5]1[S:6][C:7]([C:11]#[C:12][C:13]([CH3:16])([CH3:15])[CH3:14])=[CH:8][C:9]=1[NH:77][CH2:76][CH2:75][P:72]([O:71][CH2:69][CH3:70])([CH3:74])=[O:73])=[O:4]. The yield is 0.660.